This data is from Reaction yield outcomes from USPTO patents with 853,638 reactions. The task is: Predict the reaction yield, written as a fraction of the theoretical maximum amount of product (1.0 means a 100% yield; for example, 0.34 means a 34% yield). The reactants are Br[C:2]1[CH:23]=[CH:22][C:5]([CH2:6][CH:7]2[CH2:11][CH2:10][N:9]([CH:12]3[CH2:20][CH2:19][C:18]4[C:14](=[CH:15][NH:16][N:17]=4)[CH2:13]3)[C:8]2=[O:21])=[C:4]([Cl:24])[CH:3]=1.Cl.[CH3:26][N:27]1[CH2:32][CH2:31][N:30]([C:33]([C:35]2[CH:40]=[CH:39][C:38](B3OC(C)(C)C(C)(C)O3)=[CH:37][CH:36]=2)=[O:34])[CH2:29][CH2:28]1.C(=O)([O-])[O-].[Na+].[Na+]. The catalyst is COCCOC.C(OCC)(=O)C.O. The product is [Cl:24][C:4]1[CH:3]=[C:2]([C:38]2[CH:37]=[CH:36][C:35]([C:33]([N:30]3[CH2:31][CH2:32][N:27]([CH3:26])[CH2:28][CH2:29]3)=[O:34])=[CH:40][CH:39]=2)[CH:23]=[CH:22][C:5]=1[CH2:6][CH:7]1[CH2:11][CH2:10][N:9]([CH:12]2[CH2:20][CH2:19][C:18]3[C:14](=[CH:15][NH:16][N:17]=3)[CH2:13]2)[C:8]1=[O:21]. The yield is 0.00600.